This data is from Reaction yield outcomes from USPTO patents with 853,638 reactions. The task is: Predict the reaction yield, written as a fraction of the theoretical maximum amount of product (1.0 means a 100% yield; for example, 0.34 means a 34% yield). (1) The reactants are C(O[C:6](=O)[N:7]([CH2:9][C:10]1[N:14]2[CH:15]=[C:16]([C:29](=[O:36])[NH:30][O:31][CH2:32][CH:33]3[CH2:35][CH2:34]3)[C:17]([NH:20][C:21]3[CH:26]=[CH:25][C:24]([Br:27])=[CH:23][C:22]=3[Cl:28])=[C:18]([Cl:19])[C:13]2=[N:12][CH:11]=1)C)(C)(C)C.ClCCl.FC(F)(F)C(O)=O. No catalyst specified. The product is [CH:33]1([CH2:32][O:31][NH:30][C:29]([C:16]2[C:17]([NH:20][C:21]3[CH:26]=[CH:25][C:24]([Br:27])=[CH:23][C:22]=3[Cl:28])=[C:18]([Cl:19])[C:13]3[N:14]([C:10]([CH2:9][NH:7][CH3:6])=[CH:11][N:12]=3)[CH:15]=2)=[O:36])[CH2:35][CH2:34]1. The yield is 0.830. (2) The reactants are [NH2:1][C:2](=[S:8])[C:3]([O:5][CH2:6][CH3:7])=[O:4].Cl[CH:10]1[CH2:14][CH2:13][CH2:12][C:11]1=O. The catalyst is C(O)C. The product is [S:8]1[C:11]2[CH2:12][CH2:13][CH2:14][C:10]=2[N:1]=[C:2]1[C:3]([O:5][CH2:6][CH3:7])=[O:4]. The yield is 0.430.